This data is from Experimentally validated miRNA-target interactions with 360,000+ pairs, plus equal number of negative samples. The task is: Binary Classification. Given a miRNA mature sequence and a target amino acid sequence, predict their likelihood of interaction. The miRNA is hsa-miR-8485 with sequence CACACACACACACACACGUAU. The protein sequence of the target gene is MMKLYIDNAAPDKLKGLCIFFVRCRNDVAINVKTIQEEALFTVLDASKGLLNGIRDMLANIFLPAVLATNNWGALNQSKQGESEKHIFTETINRYLSFLDGARISIEGTVKLKTIDNVNFSKLHTFEEVTAAASNSETVHQLEEVLMVWYKQIEQVLIESEQMRKEAGDSGPLTELEHWKRMSAKFNYIIEQIKGPSCKAVINVLNVAHSKLLKNWRDLDARITDTANESKDNVRYLYTLEKVCQPLYNHDLVSMAHGIQNLINAIRMIHGVSRYYNTSERMTSLFIKVTNQMVTACKAY.... Result: 1 (interaction).